From a dataset of Peptide-MHC class I binding affinity with 185,985 pairs from IEDB/IMGT. Regression. Given a peptide amino acid sequence and an MHC pseudo amino acid sequence, predict their binding affinity value. This is MHC class I binding data. The peptide sequence is DTDIVNNFIT. The MHC is HLA-A02:06 with pseudo-sequence HLA-A02:06. The binding affinity (normalized) is 0.284.